The task is: Predict the product of the given reaction.. This data is from Forward reaction prediction with 1.9M reactions from USPTO patents (1976-2016). (1) The product is: [O:15]=[C:13]1[NH:12][C:8]2=[N:9][CH:10]=[CH:11][C:6]([O:5][C:4]3[CH:3]=[C:2]([NH:1][C:22](=[O:23])[C:21]4[CH:25]=[C:26]([O:29][C:30]([F:31])([F:32])[F:33])[CH:27]=[CH:28][C:20]=4[F:19])[CH:18]=[CH:17][CH:16]=3)=[C:7]2[NH:14]1. Given the reactants [NH2:1][C:2]1[CH:3]=[C:4]([CH:16]=[CH:17][CH:18]=1)[O:5][C:6]1[CH:11]=[CH:10][N:9]=[C:8]2[NH:12][C:13](=[O:15])[NH:14][C:7]=12.[F:19][C:20]1[CH:28]=[CH:27][C:26]([O:29][C:30]([F:33])([F:32])[F:31])=[CH:25][C:21]=1[C:22](Cl)=[O:23], predict the reaction product. (2) Given the reactants [CH2:1]([O:3][C:4]([C:6]1[NH:7][C:8]2[C:13]([CH:14]=1)=[CH:12][C:11](Br)=[CH:10][CH:9]=2)=[O:5])[CH3:2].[CH:16]([O:19][C:20]1[CH:25]=[CH:24][C:23](B(O)O)=[CH:22][CH:21]=1)([CH3:18])[CH3:17].Br[C:30]1[CH:35]=[CH:34][C:33]([O:36][CH:37]([CH3:39])[CH3:38])=[CH:32][CH:31]=1, predict the reaction product. The product is: [CH2:1]([O:3][C:4]([C:6]1[N:7]([C:30]2[CH:35]=[CH:34][C:33]([O:36][CH:37]([CH3:39])[CH3:38])=[CH:32][CH:31]=2)[C:8]2[C:13]([CH:14]=1)=[CH:12][C:11]([C:23]1[CH:24]=[CH:25][C:20]([O:19][CH:16]([CH3:18])[CH3:17])=[CH:21][CH:22]=1)=[CH:10][CH:9]=2)=[O:5])[CH3:2]. (3) Given the reactants [OH:1][C:2]([CH3:35])([CH3:34])[CH2:3][C@@:4]1([C:28]2[CH:33]=[CH:32][CH:31]=[CH:30][CH:29]=2)[O:9][C:8](=[O:10])[N:7]([C@H:11]([C:13]2[CH:18]=[CH:17][C:16](B3OC(C)(C)C(C)(C)O3)=[CH:15][CH:14]=2)[CH3:12])[CH2:6][CH2:5]1.Br[C:37]1[S:38][C:39]([C:42]([NH:44][CH:45]2[CH2:47][CH2:46]2)=[O:43])=[CH:40][N:41]=1, predict the reaction product. The product is: [CH:45]1([NH:44][C:42]([C:39]2[S:38][C:37]([C:16]3[CH:15]=[CH:14][C:13]([C@@H:11]([N:7]4[CH2:6][CH2:5][C@:4]([CH2:3][C:2]([OH:1])([CH3:34])[CH3:35])([C:28]5[CH:33]=[CH:32][CH:31]=[CH:30][CH:29]=5)[O:9][C:8]4=[O:10])[CH3:12])=[CH:18][CH:17]=3)=[N:41][CH:40]=2)=[O:43])[CH2:47][CH2:46]1. (4) Given the reactants [S:1]1[C:5]2[CH:6]=[CH:7][CH:8]=[CH:9][C:4]=2[N:3]=[C:2]1[NH:10][NH2:11].C([O:14][C:15](=O)[CH2:16][C:17]([C:19]1[CH:24]=[CH:23][CH:22]=[C:21]([F:25])[CH:20]=1)=O)C, predict the reaction product. The product is: [S:1]1[C:5]2[CH:6]=[CH:7][CH:8]=[CH:9][C:4]=2[N:3]=[C:2]1[N:10]1[C:15](=[O:14])[CH:16]=[C:17]([C:19]2[CH:24]=[CH:23][CH:22]=[C:21]([F:25])[CH:20]=2)[NH:11]1. (5) Given the reactants OCCC[CH:5]1[NH:9][C:8](=[O:10])[C:7]2([CH2:15][CH2:14][N:13](C(OC(C)(C)C)=O)[CH2:12][CH2:11]2)[N:6]1[C:23]1[CH:28]=[CH:27][CH:26]=[CH:25][CH:24]=1.O.CC[O:32][CH2:33][CH3:34].[C:35]([OH:41])([C:37]([F:40])([F:39])[F:38])=[O:36], predict the reaction product. The product is: [OH:41][C:35]([C:37]([F:40])([F:39])[F:38])=[O:36].[OH:32][CH2:33][CH2:34][CH2:35][N:9]1[C:8](=[O:10])[C:7]2([CH2:15][CH2:14][NH:13][CH2:12][CH2:11]2)[N:6]([C:23]2[CH:24]=[CH:25][CH:26]=[CH:27][CH:28]=2)[CH2:5]1. (6) Given the reactants [CH:1]1([C:4]2[CH:5]=[CH:6][C:7]([C:15]([OH:17])=O)=[N:8][C:9]=2[O:10][CH2:11][CH:12]2[CH2:14][CH2:13]2)[CH2:3][CH2:2]1.[NH:18]1[CH2:23][CH2:22][S:21][CH2:20][CH:19]1[C:24]([NH2:26])=[O:25], predict the reaction product. The product is: [CH:1]1([C:4]2[CH:5]=[CH:6][C:7]([C:15]([N:18]3[CH2:23][CH2:22][S:21][CH2:20][CH:19]3[C:24]([NH2:26])=[O:25])=[O:17])=[N:8][C:9]=2[O:10][CH2:11][CH:12]2[CH2:13][CH2:14]2)[CH2:2][CH2:3]1. (7) Given the reactants Cl.[NH2:2][C:3]1[CH:17]=[CH:16][C:6]([CH2:7][N:8]([CH3:15])[CH:9]2[CH2:14][CH2:13][O:12][CH2:11][CH2:10]2)=[CH:5][CH:4]=1.[Cl:18][C:19]1[CH:27]=[CH:26][C:22]([C:23](O)=[O:24])=[CH:21][C:20]=1[C:28]([F:31])([F:30])[F:29].C1C=CC2N(O)N=NC=2C=1.CCN(CC)CC, predict the reaction product. The product is: [Cl:18][C:19]1[CH:27]=[CH:26][C:22]([C:23]([NH:2][C:3]2[CH:4]=[CH:5][C:6]([CH2:7][N:8]([CH3:15])[CH:9]3[CH2:14][CH2:13][O:12][CH2:11][CH2:10]3)=[CH:16][CH:17]=2)=[O:24])=[CH:21][C:20]=1[C:28]([F:29])([F:30])[F:31]. (8) Given the reactants [NH2:1][C:2](=[N:49]C(OCC(C)=C)=O)[C:3]1[CH:8]=[CH:7][C:6]([NH:9][C@@H:10]([C:27]2[N:31]=[C:30]([O:32][CH2:33][O:34][C:35]([O:37][CH:38]([CH2:41][CH3:42])[CH2:39][CH3:40])=[O:36])[N:29]([C:43]3[N:48]=[CH:47][CH:46]=[CH:45][N:44]=3)[N:28]=2)[C:11]2[C:12]([F:26])=[C:13]([CH:21]=[C:22]([O:24][CH3:25])[CH:23]=2)[O:14][CH2:15][CH2:16][O:17][C:18](=[O:20])[CH3:19])=[CH:5][CH:4]=1.CN(C=O)C, predict the reaction product. The product is: [C:18]([OH:20])(=[O:17])[CH3:19].[C:2]([C:3]1[CH:4]=[CH:5][C:6]([NH:9][C@@H:10]([C:27]2[N:31]=[C:30]([O:32][CH2:33][O:34][C:35]([O:37][CH:38]([CH2:39][CH3:40])[CH2:41][CH3:42])=[O:36])[N:29]([C:43]3[N:44]=[CH:45][CH:46]=[CH:47][N:48]=3)[N:28]=2)[C:11]2[C:12]([F:26])=[C:13]([CH:21]=[C:22]([O:24][CH3:25])[CH:23]=2)[O:14][CH2:15][CH2:16][O:17][C:18](=[O:20])[CH3:19])=[CH:7][CH:8]=1)(=[NH:1])[NH2:49]. (9) The product is: [CH2:1]([C:3]1[C:4]2[CH:5]=[CH:6][C:7]([O:26][CH3:27])=[C:8]([O:24][CH3:25])[C:9]=2[C:10](=[O:29])[N:11]2[CH2:20][CH2:19][C:18]3[C:13](=[CH:14][C:15]4[O:23][CH2:22][O:21][C:16]=4[CH:17]=3)[C:12]=12)[CH3:2]. Given the reactants [CH2:1]([C:3]1[C:4]2[CH:5]=[CH:6][C:7]([O:26][CH3:27])=[C:8]([O:24][CH3:25])[C:9]=2[CH2:10][NH+:11]2[CH2:20][CH2:19][C:18]3[C:13](=[CH:14][C:15]4[O:23][CH2:22][O:21][C:16]=4[CH:17]=3)[C:12]=12)[CH3:2].[I-].[OH-:29].[Na+], predict the reaction product. (10) Given the reactants [O:1]=[C:2]1[CH2:11][CH2:10][C:9]2[C:4](=[CH:5][CH:6]=[CH:7][N:8]=2)[N:3]1[CH2:12][C:13]([OH:15])=O.[Br:16][C:17]1[C:18]([C:23]2[NH:27][N:26]=[CH:25][N:24]=2)=[C:19]([NH2:22])[S:20][CH:21]=1, predict the reaction product. The product is: [Br:16][C:17]1[C:18]([C:23]2[NH:27][N:26]=[CH:25][N:24]=2)=[C:19]([NH:22][C:13](=[O:15])[CH2:12][N:3]2[C:4]3[C:9](=[N:8][CH:7]=[CH:6][CH:5]=3)[CH2:10][CH2:11][C:2]2=[O:1])[S:20][CH:21]=1.